This data is from Full USPTO retrosynthesis dataset with 1.9M reactions from patents (1976-2016). The task is: Predict the reactants needed to synthesize the given product. (1) Given the product [CH3:10][O:11][C:12](=[O:18])[CH2:13][C@@H:14]([NH:17][CH2:6][C:5]1[CH:8]=[CH:9][C:2]([F:1])=[CH:3][CH:4]=1)[CH2:15][CH3:16], predict the reactants needed to synthesize it. The reactants are: [F:1][C:2]1[CH:9]=[CH:8][C:5]([CH:6]=O)=[CH:4][CH:3]=1.[CH3:10][O:11][C:12](=[O:18])[CH2:13][C@@H:14]([NH2:17])[CH2:15][CH3:16].C([BH3-])#N.[Na+].C([O-])(O)=O.[Na+]. (2) Given the product [CH:1]1([CH:4]([CH:6]2[CH2:8][CH2:7]2)[O:5][CH2:13][C@H:14]2[CH2:15][O:16]2)[CH2:3][CH2:2]1, predict the reactants needed to synthesize it. The reactants are: [CH:1]1([CH:4]([CH:6]2[CH2:8][CH2:7]2)[OH:5])[CH2:3][CH2:2]1.S(C1C=CC([N+]([O-])=O)=CC=1)(O[CH2:13][C@@H:14]1[O:16][CH2:15]1)(=O)=O.[H-].[Na+].CS(C)=O.